Task: Binary Classification. Given a miRNA mature sequence and a target amino acid sequence, predict their likelihood of interaction.. Dataset: Experimentally validated miRNA-target interactions with 360,000+ pairs, plus equal number of negative samples (1) The miRNA is ath-miR775 with sequence UUCGAUGUCUAGCAGUGCCA. Result: 0 (no interaction). The protein sequence of the target gene is MSAALLRRGLELLAASEAPRDPPGQAKPRGAPVKRPRKTKAIQAQKLRNSAKGKVPKSALDEYRKRECRDHLRVNLKFLTRTRSTVAESVSQQILRQNRGRKACDRPVAKTKKKKAEGTVFTEEDFQKFQQEYFGS. (2) The miRNA is hsa-miR-6736-5p with sequence CUGGGUGAGGGCAUCUGUGGU. The protein sequence of the target gene is MPKNKGKGGKNRRRGKNENESEKRELVFKEDGQEYAQVIKMLGNGRLEALCFDGVKRLCHIRGKLRKKVWINTSDIILVGLRDYQDNKADVILKYNADEARSLKAYGELPEHAKINETDTFGPGDDDEIQFDDIGDDDEDIDDI. Result: 0 (no interaction). (3) The miRNA is hsa-miR-4715-5p with sequence AAGUUGGCUGCAGUUAAGGUGG. The protein sequence of the target gene is MCTNIVYEWLKALQLPQYAESFVDNGYDDLEVCKQIGDPDLDAIGVLAPAHRRRILEAVRRLREQDANAAGLYFTLEPQPAPPGPPADAVPTGRRGEPCGGPAQGTRGDSRGHTTAPRSRELVSYPKLKLKIMIRDKLVRDGIHLSKPPYSRKVPMAGILEYLMNWPKSSQSR. Result: 0 (no interaction). (4) The miRNA is hsa-miR-676-5p with sequence UCUUCAACCUCAGGACUUGCA. The protein sequence of the target gene is MGRFAAALVGSLFWLGLLLCGLGSLASAEPRAPPNRIAIVGAGIGGTSSAYYLRKKFGKDVKIDVFEREEVGGRLATLKVQGHDYEAGGSVIHPLNLHMKRFVKELGLSSVPASGGLVGVYNGKSLVFEESSWFVINVIKLVWRYGFQSLRMHMWVEDLLDKFMRIYRYQSHDYAFSSVEKLMHAIGGDDYVRLLNQTLRENLKKAGFSETFLNEMIAPVMKVNYGQSTDINAFVGAVSLTAADSNLWAVEGGNKIVCSGLLQASSSNLISGSVMSIEEKTRTKQTGNPTKMYEVVYKTG.... Result: 0 (no interaction). (5) The miRNA is mmu-miR-3470b with sequence UCACUCUGUAGACCAGGCUGG. The protein sequence of the target gene is MGDPDLLEVLAEEGEKVNKHIDYSFQMSEQSLSSRETSFLINEETMPAKRFNLFLRRRLMFQKNQQSKDSIFFRDGIRQIDFVLSYVDDVKKDAELKAERRKEFETNLRKTGLELEIEDKRDSEDGRTYFVKIHAPWEVLVTYAEVLGIKMPIKESDIPRPKHTPISYVLGPVRLPLSVKYPHPEYFTAQFSRHRQELFLIEDQATFFPSSSRNRIVYYILSRCPFGIEDGKKRFGIERLLNSNTYSSAYPLHDGQYWKPSEPPNPTNERYTLHQNWARFSYFYKEQPLDLIKNYYGEKI.... Result: 0 (no interaction). (6) The miRNA is mmu-miR-6998-3p with sequence AGAGCUGCUCUGUGCCCACACA. The protein sequence of the target gene is MLHLHHSCLCFRSWLPAMLAVLLSLAPSASSDISASRPNILLLMADDLGIGDIGCYGNNTMRTPNIDRLAEDGVKLTQHISAASLCTPSRAAFLTGRYPVRSGMVSSIGYRVLQWTGASGGLPTNETTFAKILKEKGYATGLIGKWHLGLNCESASDHCHHPLHHGFDHFYGMPFSLMGDCARWELSEKRVNLEQKLNFLFQVLALVALTLVAGKLTHLIPVSWMPVIWSALSAVLLLASSYFVGALIVHADCFLMRNHTITEQPMCFQRTTPLILQEVASFLKRNKHGPFLLFVSFLHV.... Result: 0 (no interaction). (7) The miRNA is bta-miR-145 with sequence GUCCAGUUUUCCCAGGAAUCCCU. The protein sequence of the target gene is METIWIYQFRLIVIGDSTVGKSCLLHRFTQGRFPGLRSPACDPTVGVDFFSRLLEIEPGKRIKLQLWDTAGQERFRSITRSYYRNSVGGFLVFDITNRRSFEHVKDWLEEAKMYVQPFRIVFLLVGHKCDLASQRQVTREEAEKLSADCGMKYIETSAKDATNVEESFTILTRDIYELIKKGEICIQDGWEGVKSGFVPNTVHSSEEAVKPRKECFC. Result: 0 (no interaction). (8) The miRNA is hsa-miR-205-5p with sequence UCCUUCAUUCCACCGGAGUCUG. The protein sequence of the target gene is MSSRIARALALVVTLLHLTRLALSTCPAACHCPLEAPKCAPGVGLVRDGCGCCKVCAKQLNEDCSKTQPCDHTKGLECNFGASSTALKGICRAQSEGRPCEYNSRIYQNGESFQPNCKHQCTCIDGAVGCIPLCPQELSLPNLGCPNPRLVKVTGQCCEEWVCDEDSIKDPMEDQDGLLGKELGFDASEVELTRNNELIAVGKGSSLKRLPVFGMEPRILYNPLQGQKCIVQTTSWSQCSKTCGTGISTRVTNDNPECRLVKETRICEVRPCGQPVYSSLKKGKKCSKTKKSPEPVRFTY.... Result: 1 (interaction). (9) The miRNA is hsa-miR-6771-3p with sequence CAAACCCCUGUCUACCCGCAG. The protein sequence of the target gene is MALRSAQGDGPTSGHWDGGAEKADFNAKRKKKVAEIHQALNSDPTDVAALRRMAISEGGLLTDEIRRKVWPKLLNVNANDPPPISGKNLRQMSKDYQQVLLDVRRSLRRFPPGMPEEQREGLQEELIDIILLILERNPQLHYYQGYHDIVVTFLLVVGERLATSLVEKLSTHHLRDFMDPTMDNTKHILNYLMPIIDQVNPELHDFMQSAEVGTIFALSWLITWFGHVLSDFRHVVRLYDFFLACHPLMPIYFAAVIVLYREQEVLDCDCDMASVHHLLSQIPQDLPYETLISRAGDLFV.... Result: 1 (interaction). (10) The miRNA is mmu-miR-10a-5p with sequence UACCCUGUAGAUCCGAAUUUGUG. The protein sequence of the target gene is MNNLNDPPNWNIRPNARADGGDGSKWNYALLVPMLGLAAFRWIWSRESQKEIEKARKAYHQRTAAFQQDLEAKYHAVISEHRRAVAQLSLELEKEQNRTSSFREALISQGRKLAEEKKLLEQERAQIKQEKSRLQPLRNVYLSCLQEEDDWQRRAQHVLKEVGEALEERQNIYCSLIIPRSARLELEKSLLVRTSVDPVAADLEMAAGLSDIFKHDKHCGDVWNTNKRQNGKLMWMYLKYWELLVELKKFKKVEKVILEK. Result: 1 (interaction).